Dataset: Peptide-MHC class I binding affinity with 185,985 pairs from IEDB/IMGT. Task: Regression. Given a peptide amino acid sequence and an MHC pseudo amino acid sequence, predict their binding affinity value. This is MHC class I binding data. (1) The peptide sequence is KLYDSVYLT. The MHC is HLA-A02:12 with pseudo-sequence HLA-A02:12. The binding affinity (normalized) is 0.728. (2) The peptide sequence is FVSVYFSDY. The MHC is HLA-A31:01 with pseudo-sequence HLA-A31:01. The binding affinity (normalized) is 0.0847. (3) The peptide sequence is ITFFQEVPH. The MHC is HLA-A68:01 with pseudo-sequence HLA-A68:01. The binding affinity (normalized) is 0.604. (4) The MHC is HLA-A68:01 with pseudo-sequence HLA-A68:01. The binding affinity (normalized) is 0.0923. The peptide sequence is KTAVQMAVF. (5) The peptide sequence is SPVSRSHSF. The binding affinity (normalized) is 0.0847. The MHC is HLA-A02:12 with pseudo-sequence HLA-A02:12. (6) The peptide sequence is VPPESVEAA. The MHC is HLA-B08:01 with pseudo-sequence HLA-B08:01. The binding affinity (normalized) is 0.0847. (7) The peptide sequence is ALALEEKRRL. The MHC is HLA-A02:03 with pseudo-sequence HLA-A02:03. The binding affinity (normalized) is 0.325. (8) The peptide sequence is YYQLCQHLK. The MHC is HLA-B44:02 with pseudo-sequence HLA-B44:02. The binding affinity (normalized) is 0.0847. (9) The peptide sequence is ILSDENYLL. The MHC is HLA-A02:01 with pseudo-sequence HLA-A02:01. The binding affinity (normalized) is 1.00. (10) The peptide sequence is LDGQQFYWP. The MHC is HLA-A24:02 with pseudo-sequence HLA-A24:02. The binding affinity (normalized) is 0.